From a dataset of Peptide-MHC class I binding affinity with 185,985 pairs from IEDB/IMGT. Regression. Given a peptide amino acid sequence and an MHC pseudo amino acid sequence, predict their binding affinity value. This is MHC class I binding data. (1) The peptide sequence is GSDKQVVGQ. The MHC is HLA-B44:02 with pseudo-sequence HLA-B44:02. The binding affinity (normalized) is 0.0847. (2) The peptide sequence is VPQYGYLTL. The MHC is HLA-B53:01 with pseudo-sequence HLA-B53:01. The binding affinity (normalized) is 0.414. (3) The peptide sequence is AAFEDLRV. The MHC is HLA-A02:01 with pseudo-sequence HLA-A02:01. The binding affinity (normalized) is 0.0431. (4) The peptide sequence is DVCKKNLDL. The MHC is HLA-A02:03 with pseudo-sequence HLA-A02:03. The binding affinity (normalized) is 0.169. (5) The peptide sequence is RPRGHREFC. The MHC is HLA-B27:05 with pseudo-sequence HLA-B27:05. The binding affinity (normalized) is 0.0847. (6) The peptide sequence is TRAVGKPLL. The MHC is HLA-A02:11 with pseudo-sequence HLA-A02:11. The binding affinity (normalized) is 0.0847. (7) The peptide sequence is NASLKNTISK. The binding affinity (normalized) is 0.319. The MHC is HLA-A68:01 with pseudo-sequence HLA-A68:01. (8) The peptide sequence is QVPSLQYL. The MHC is Mamu-A01 with pseudo-sequence Mamu-A01. The binding affinity (normalized) is 0.574.